Dataset: Full USPTO retrosynthesis dataset with 1.9M reactions from patents (1976-2016). Task: Predict the reactants needed to synthesize the given product. Given the product [CH2:1]([C:7]1[CH:8]=[C:9]2[C:14](=[CH:15][C:16]=1[OH:17])[O:13][C:30](=[O:31])[C:11]([C:12]1[O:29][C:20]([C:21]3[CH:26]=[CH:25][CH:24]=[C:23]([O:27][CH3:28])[CH:22]=3)=[N:19][N:18]=1)=[CH:10]2)[CH2:2][CH2:3][CH2:4][CH2:5][CH3:6], predict the reactants needed to synthesize it. The reactants are: [CH2:1]([C:7]1[CH:8]=[C:9]2[C:14](=[CH:15][C:16]=1[OH:17])[O:13]/[C:12](=[N:18]\[NH:19][C:20](=[O:29])[C:21]1[CH:26]=[CH:25][CH:24]=[C:23]([O:27][CH3:28])[CH:22]=1)/[C:11]([C:30](N)=[O:31])=[CH:10]2)[CH2:2][CH2:3][CH2:4][CH2:5][CH3:6].